Dataset: Reaction yield outcomes from USPTO patents with 853,638 reactions. Task: Predict the reaction yield, written as a fraction of the theoretical maximum amount of product (1.0 means a 100% yield; for example, 0.34 means a 34% yield). (1) The reactants are [F:1][C:2]1([C:10]2[N:14]([CH3:15])[N:13]=[CH:12][C:11]=2[N+:16]([O-:18])=[O:17])[CH2:9][CH2:8][CH:7]2[CH:5]([O:6]2)[CH2:4][CH2:3]1.[Cl-].[NH4+].[N-:21]=[N+:22]=[N-:23].[Na+]. The catalyst is CN(C=O)C.O. The product is [N:21]([CH:7]1[CH2:8][CH2:9][C:2]([F:1])([C:10]2[N:14]([CH3:15])[N:13]=[CH:12][C:11]=2[N+:16]([O-:18])=[O:17])[CH2:3][CH2:4][CH:5]1[OH:6])=[N+:22]=[N-:23]. The yield is 0.480. (2) The reactants are [Br:1][C:2]1[CH:7]=[CH:6][C:5]([O:8]C)=[CH:4][C:3]=1[N+:10]([O-:12])=[O:11].B(Br)(Br)Br.O. The catalyst is C(Cl)Cl. The product is [Br:1][C:2]1[CH:7]=[CH:6][C:5]([OH:8])=[CH:4][C:3]=1[N+:10]([O-:12])=[O:11]. The yield is 0.310. (3) The reactants are [C:1]([O:5][C:6]([N:8]1[CH2:13][CH2:12][N:11]([CH2:14][C:15]2[CH:20]=[CH:19][C:18]([N+:21]([O-])=O)=[CH:17][CH:16]=2)[CH2:10][CH2:9]1)=[O:7])([CH3:4])([CH3:3])[CH3:2]. The catalyst is [Pd]. The product is [C:1]([O:5][C:6]([N:8]1[CH2:9][CH2:10][N:11]([CH2:14][C:15]2[CH:16]=[CH:17][C:18]([NH2:21])=[CH:19][CH:20]=2)[CH2:12][CH2:13]1)=[O:7])([CH3:4])([CH3:2])[CH3:3]. The yield is 0.670. (4) The reactants are Cl[C:2]1[N:7]=[C:6]([NH:8][CH2:9][C:10]2[CH:15]=[CH:14][C:13]([F:16])=[CH:12][CH:11]=2)[N:5]=[C:4]([NH:17][CH2:18][C:19]#[CH:20])[N:3]=1.[F:21][C:22]1[CH:31]=[CH:30][C:25]([CH2:26][NH:27][O:28][CH3:29])=[CH:24][CH:23]=1.FC1C=CC(CN(C2N=C(NCCC)N=C(NCC#C)N=2)OC)=CC=1. No catalyst specified. The product is [F:21][C:22]1[CH:23]=[CH:24][C:25]([CH2:26][N:27]([C:2]2[N:7]=[C:6]([NH:8][CH2:9][C:10]3[CH:15]=[CH:14][C:13]([F:16])=[CH:12][CH:11]=3)[N:5]=[C:4]([NH:17][CH2:18][C:19]#[CH:20])[N:3]=2)[O:28][CH3:29])=[CH:30][CH:31]=1. The yield is 0.840. (5) The reactants are [CH3:1][O:2][C:3]([C:5]1[O:6][C:7]([C:10]2[CH:15]=[CH:14][CH:13]=[C:12]([N+:16]([O-])=O)[C:11]=2[O:19][CH3:20])=[CH:8][CH:9]=1)=[O:4]. The catalyst is CO.[Pd]. The product is [CH3:1][O:2][C:3]([C:5]1[O:6][C:7]([C:10]2[CH:15]=[CH:14][CH:13]=[C:12]([NH2:16])[C:11]=2[O:19][CH3:20])=[CH:8][CH:9]=1)=[O:4]. The yield is 0.830. (6) The catalyst is C1COCC1.O. The yield is 0.800. The product is [CH2:1]([N:8]1[CH2:16][CH:15]2[CH:10]([CH2:11][N:12]([C:28]([O:27][C:24]([CH3:26])([CH3:25])[CH3:23])=[O:29])[CH2:13][CH2:14]2)[CH2:9]1)[C:2]1[CH:7]=[CH:6][CH:5]=[CH:4][CH:3]=1. The reactants are [CH2:1]([N:8]1[CH2:16][CH:15]2[CH:10]([CH2:11][NH:12][CH2:13][CH2:14]2)[CH2:9]1)[C:2]1[CH:7]=[CH:6][CH:5]=[CH:4][CH:3]=1.C([O-])([O-])=O.[Na+].[Na+].[CH3:23][C:24]([O:27][C:28](O[C:28]([O:27][C:24]([CH3:26])([CH3:25])[CH3:23])=[O:29])=[O:29])([CH3:26])[CH3:25]. (7) The reactants are ClC1C=CC(Cl)=CC=1SCC(O)=O.[F:14][C:15]1[CH:20]=[CH:19][CH:18]=[CH:17][C:16]=1[SH:21].[OH-].[K+].Br[CH2:25][CH2:26][CH2:27][CH2:28][CH2:29][C:30]([O:32]CC)=[O:31]. The catalyst is O.C(O)C. The product is [F:14][C:15]1[CH:20]=[CH:19][CH:18]=[CH:17][C:16]=1[S:21][CH2:25][CH2:26][CH2:27][CH2:28][CH2:29][C:30]([OH:32])=[O:31]. The yield is 0.880. (8) The reactants are [NH2:1][C:2]1[CH:22]=[CH:21][C:5]([O:6][C:7]2[C:16]3[C:11](=[CH:12][C:13]([O:19][CH3:20])=[C:14]([C:17]#[N:18])[CH:15]=3)[N:10]=[CH:9][CH:8]=2)=[CH:4][CH:3]=1.C1(C)C=CC=CC=1.[CH2:30]([N:34]=[C:35]=[O:36])[CH2:31][CH2:32][CH3:33]. The catalyst is C(#N)C. The product is [C:17]([C:14]1[CH:15]=[C:16]2[C:11](=[CH:12][C:13]=1[O:19][CH3:20])[N:10]=[CH:9][CH:8]=[C:7]2[O:6][C:5]1[CH:21]=[CH:22][C:2]([NH:1][C:35]([NH:34][CH2:30][CH2:31][CH2:32][CH3:33])=[O:36])=[CH:3][CH:4]=1)#[N:18]. The yield is 0.550. (9) The reactants are [CH:1]1([C:7]2[C:8]3[CH:34]=[CH:33][C:32]([C:35]([O:37][CH3:38])=[O:36])=[CH:31][C:9]=3[N:10]3[C:16]=2[C:15]2[CH:17]=[CH:18][CH:19]=[C:20]([O:21][CH2:22][C:23](=O)[N:24]4[CH2:29][CH2:28][CH2:27][CH2:26][CH2:25]4)[C:14]=2[O:13][CH2:12][CH2:11]3)[CH2:6][CH2:5][CH2:4][CH2:3][CH2:2]1.Cl.[OH-].[Na+].C(=O)([O-])O.[Na+]. The catalyst is O1CCCC1.O. The product is [CH:1]1([C:7]2[C:8]3[CH:34]=[CH:33][C:32]([C:35]([O:37][CH3:38])=[O:36])=[CH:31][C:9]=3[N:10]3[C:16]=2[C:15]2[CH:17]=[CH:18][CH:19]=[C:20]([O:21][CH2:22][CH2:23][N:24]4[CH2:29][CH2:28][CH2:27][CH2:26][CH2:25]4)[C:14]=2[O:13][CH2:12][CH2:11]3)[CH2:2][CH2:3][CH2:4][CH2:5][CH2:6]1. The yield is 0.970.